Predict the reaction yield, written as a fraction of the theoretical maximum amount of product (1.0 means a 100% yield; for example, 0.34 means a 34% yield). From a dataset of Reaction yield outcomes from USPTO patents with 853,638 reactions. (1) The reactants are [CH3:1][O:2][C:3]1[CH:4]=[C:5]([C:11]([C:13]2[CH:18]=[C:17]([O:19][CH3:20])[CH:16]=[C:15]([O:21][CH3:22])[CH:14]=2)=O)[CH:6]=[C:7]([O:9][CH3:10])[CH:8]=1.C(OP([CH2:31][C:32]#[N:33])(=O)OCC)C.C[Si]([N-][Si](C)(C)C)(C)C.[Li+].O1C2C=CC(C(C3C=C(OC)C=C(OC)C=3)=CC#N)=CC=2OCC1. The catalyst is C1COCC1. The product is [CH3:1][O:2][C:3]1[CH:4]=[C:5]([C:11]([C:13]2[CH:18]=[C:17]([O:19][CH3:20])[CH:16]=[C:15]([O:21][CH3:22])[CH:14]=2)=[CH:31][C:32]#[N:33])[CH:6]=[C:7]([O:9][CH3:10])[CH:8]=1. The yield is 0.760. (2) The reactants are [F:1][C:2]1[CH:3]=[C:4]([CH:14]=[CH:15][CH:16]=1)[O:5][C:6]1[N:11]=[CH:10][C:9]([CH:12]=O)=[CH:8][CH:7]=1.[N+:17]([CH3:20])([O-:19])=[O:18].C([O-])(=O)C.[NH4+].[BH4-].[Na+].C(=O)([O-])O.[Na+]. The catalyst is O.C(O)(=O)C.CS(C)=O. The product is [F:1][C:2]1[CH:3]=[C:4]([CH:14]=[CH:15][CH:16]=1)[O:5][C:6]1[CH:7]=[CH:8][C:9]([CH2:12][CH2:20][N+:17]([O-:19])=[O:18])=[CH:10][N:11]=1. The yield is 0.660. (3) The reactants are [Br:1][C:2]1[CH:7]=[C:6]([N+:8]([O-:10])=[O:9])[C:5]([NH:11]C(=O)C(F)(F)F)=[C:4]([CH:18]2[CH2:22][CH2:21][CH2:20][O:19]2)[C:3]=1[F:23].O1CCOCC1.S(=O)(=O)(O)O.C([O-])(O)=O.[Na+]. The catalyst is CCOC(C)=O. The product is [Br:1][C:2]1[CH:7]=[C:6]([N+:8]([O-:10])=[O:9])[C:5]([NH2:11])=[C:4]([CH:18]2[CH2:22][CH2:21][CH2:20][O:19]2)[C:3]=1[F:23]. The yield is 0.940. (4) The reactants are [F:1][C:2]([F:33])([F:32])[C:3]1[CH:4]=[C:5]([C:9]2[C:10]([C:15]([C:17]3[NH:18][C:19]4[C:24]([C:25]=3[CH2:26][C:27]([O:29]CC)=[O:28])=[CH:23][CH:22]=[CH:21][CH:20]=4)=[O:16])=[CH:11][CH:12]=[CH:13][CH:14]=2)[CH:6]=[CH:7][CH:8]=1.[OH-].[K+].O.CCOCC. The catalyst is C1COCC1.CO. The product is [F:33][C:2]([F:1])([F:32])[C:3]1[CH:4]=[C:5]([C:9]2[C:10]([C:15]([C:17]3[NH:18][C:19]4[C:24]([C:25]=3[CH2:26][C:27]([OH:29])=[O:28])=[CH:23][CH:22]=[CH:21][CH:20]=4)=[O:16])=[CH:11][CH:12]=[CH:13][CH:14]=2)[CH:6]=[CH:7][CH:8]=1. The yield is 0.849. (5) The reactants are FC(F)(F)S([O:6][S:7]([C:10]([F:13])([F:12])[F:11])(=[O:9])=[O:8])(=O)=O.[F:16][C:17]1[CH:18]=[C:19]([CH2:25][C:26]([O:28][CH3:29])=[O:27])[CH:20]=[C:21]([F:24])[C:22]=1O.C(N(CC)CC)C. The catalyst is C(Cl)Cl. The product is [F:16][C:17]1[CH:18]=[C:19]([CH2:25][C:26]([O:28][CH3:29])=[O:27])[CH:20]=[C:21]([F:24])[C:22]=1[O:6][S:7]([C:10]([F:11])([F:12])[F:13])(=[O:8])=[O:9]. The yield is 0.800. (6) The reactants are [CH3:1][C:2]1[CH:6]=[C:5]([C:7]([OH:9])=O)[N:4]([C:10]2[CH:15]=[CH:14][CH:13]=[CH:12][CH:11]=2)[N:3]=1.CN(C)C=O.C(Cl)(=O)C(Cl)=O.[NH2:27][C:28]1[CH:29]=[C:30]([S:34][C:35]2[CH:36]=[CH:37][C:38]3[N:39]([CH:41]=[C:42]([NH:44][C:45]([CH:47]4[CH2:49][CH2:48]4)=[O:46])[N:43]=3)[N:40]=2)[CH:31]=[CH:32][CH:33]=1. The catalyst is CN(C)C(=O)C.O1CCCC1. The product is [CH:47]1([C:45]([NH:44][C:42]2[N:43]=[C:38]3[CH:37]=[CH:36][C:35]([S:34][C:30]4[CH:29]=[C:28]([NH:27][C:7]([C:5]5[N:4]([C:10]6[CH:15]=[CH:14][CH:13]=[CH:12][CH:11]=6)[N:3]=[C:2]([CH3:1])[CH:6]=5)=[O:9])[CH:33]=[CH:32][CH:31]=4)=[N:40][N:39]3[CH:41]=2)=[O:46])[CH2:48][CH2:49]1. The yield is 0.650. (7) The reactants are [NH2:1][C:2]1[CH:6]=[CH:5][S:4][C:3]=1[C:7]([O:9]C)=O.[CH:11]([NH2:13])=O. The catalyst is CCO. The product is [N:1]1[C:2]2[CH:6]=[CH:5][S:4][C:3]=2[C:7](=[O:9])[NH:13][CH:11]=1. The yield is 0.260.